The task is: Predict the product of the given reaction.. This data is from Forward reaction prediction with 1.9M reactions from USPTO patents (1976-2016). (1) Given the reactants [N+:1]([C:4]1[CH:11]=[CH:10][CH:9]=[CH:8][C:5]=1[CH:6]=O)([O-:3])=[O:2].C(O)=O.[C:15]([OH:21])(=[O:20])[CH2:16]C(O)=O.C([O-])=O.[NH4+:25].Cl, predict the reaction product. The product is: [NH2:25][CH:6]([C:5]1[CH:8]=[CH:9][CH:10]=[CH:11][C:4]=1[N+:1]([O-:3])=[O:2])[CH2:16][C:15]([OH:21])=[O:20]. (2) Given the reactants C(OC([N:8]1[CH2:13][CH2:12][C:11]2[N:14]([CH2:25][CH:26]([OH:42])[CH2:27][N:28]3[CH2:33][CH2:32][N:31]([C:34]4[CH:39]=[CH:38][CH:37]=[CH:36][C:35]=4[C:40]#[N:41])[CH2:30][CH2:29]3)[N:15]=[C:16]([C:17]3[CH:22]=[CH:21][C:20]([Cl:23])=[C:19]([CH3:24])[CH:18]=3)[C:10]=2[CH2:9]1)=O)(C)(C)C.C(Cl)Cl, predict the reaction product. The product is: [Cl:23][C:20]1[CH:21]=[CH:22][C:17]([C:16]2[C:10]3[CH2:9][NH:8][CH2:13][CH2:12][C:11]=3[N:14]([CH2:25][CH:26]([OH:42])[CH2:27][N:28]3[CH2:33][CH2:32][N:31]([C:34]4[CH:39]=[CH:38][CH:37]=[CH:36][C:35]=4[C:40]#[N:41])[CH2:30][CH2:29]3)[N:15]=2)=[CH:18][C:19]=1[CH3:24]. (3) Given the reactants [CH2:1]([NH:3][C:4]([NH:6][C:7]1[S:8][C:9]2[C:15]([S:16][C:17]3[CH:22]=[CH:21][CH:20]=[CH:19][CH:18]=3)=[CH:14][CH:13]=[CH:12][C:10]=2[N:11]=1)=[O:5])[CH3:2].C1C=C(Cl)C=C(C(OO)=[O:31])C=1, predict the reaction product. The product is: [CH2:1]([NH:3][C:4]([NH:6][C:7]1[S:8][C:9]2[C:15]([S:16]([C:17]3[CH:22]=[CH:21][CH:20]=[CH:19][CH:18]=3)=[O:31])=[CH:14][CH:13]=[CH:12][C:10]=2[N:11]=1)=[O:5])[CH3:2]. (4) Given the reactants Cl[C:2]1[N:7]=[C:6]([NH:8][C:9]2[N:14]=[CH:13][C:12]3[N:15]=[C:16]([CH3:21])[N:17]([CH:18]([CH3:20])[CH3:19])[C:11]=3[CH:10]=2)[CH:5]=[CH:4][N:3]=1.[O:22]=[S:23]1(=[O:29])[CH2:27][CH2:26][CH:25]([NH2:28])[CH2:24]1.FC(F)(F)C(O)=O.C(O)(C)(C)C, predict the reaction product. The product is: [CH:18]([N:17]1[C:11]2[CH:10]=[C:9]([NH:8][C:6]3[CH:5]=[CH:4][N:3]=[C:2]([NH:28][CH:25]4[CH2:26][CH2:27][S:23](=[O:29])(=[O:22])[CH2:24]4)[N:7]=3)[N:14]=[CH:13][C:12]=2[N:15]=[C:16]1[CH3:21])([CH3:20])[CH3:19].